This data is from Forward reaction prediction with 1.9M reactions from USPTO patents (1976-2016). The task is: Predict the product of the given reaction. (1) Given the reactants [CH3:1][O:2][C:3]1[CH:8]=[CH:7][C:6]([NH2:9])=[CH:5][N:4]=1.[CH:10]1([C:14]([C:16](=[CH:22]OCC)[C:17]([O:19][CH2:20][CH3:21])=[O:18])=[O:15])[CH2:13][CH2:12][CH2:11]1, predict the reaction product. The product is: [CH:10]1([C:14]([C:16](=[CH:22][NH:9][C:6]2[CH:5]=[N:4][C:3]([O:2][CH3:1])=[CH:8][CH:7]=2)[C:17]([O:19][CH2:20][CH3:21])=[O:18])=[O:15])[CH2:11][CH2:12][CH2:13]1. (2) Given the reactants C([Li])CCC.C(OO)(C)(C)C.[C:12]1([CH:18]([C:79]2[CH:84]=[CH:83][CH:82]=[CH:81][CH:80]=2)[C@H:19]([NH:60][C:61](=[O:78])[C@H:62]([CH2:74][CH:75]([CH3:77])[CH3:76])[NH:63][C:64]([O:66][CH2:67][C:68]2[CH:73]=[CH:72][CH:71]=[CH:70][CH:69]=2)=[O:65])[CH:20]=[CH:21][S:22]([CH:25]=[CH:26][C@@H:27]([NH:41][C:42](=[O:59])[C@H:43]([CH2:55][CH:56]([CH3:58])[CH3:57])[NH:44][C:45]([O:47][CH2:48][C:49]2[CH:54]=[CH:53][CH:52]=[CH:51][CH:50]=2)=[O:46])[CH:28]([C:35]2[CH:40]=[CH:39][CH:38]=[CH:37][CH:36]=2)[C:29]2[CH:34]=[CH:33][CH:32]=[CH:31][CH:30]=2)(=[O:24])=[O:23])[CH:17]=[CH:16][CH:15]=[CH:14][CH:13]=1.CCOC(C)=O, predict the reaction product. The product is: [C:29]1([CH:28]([C:35]2[CH:36]=[CH:37][CH:38]=[CH:39][CH:40]=2)[C:27]([NH:41][C:42](=[O:59])[C@H:43]([CH2:55][CH:56]([CH3:57])[CH3:58])[NH:44][C:45]([O:47][CH2:48][C:49]2[CH:54]=[CH:53][CH:52]=[CH:51][CH:50]=2)=[O:46])=[CH:26][CH2:25][S:22]([CH2:21][CH:20]=[C:19]([NH:60][C:61](=[O:78])[C@H:62]([CH2:74][CH:75]([CH3:77])[CH3:76])[NH:63][C:64]([O:66][CH2:67][C:68]2[CH:69]=[CH:70][CH:71]=[CH:72][CH:73]=2)=[O:65])[CH:18]([C:12]2[CH:17]=[CH:16][CH:15]=[CH:14][CH:13]=2)[C:79]2[CH:80]=[CH:81][CH:82]=[CH:83][CH:84]=2)(=[O:23])=[O:24])[CH:34]=[CH:33][CH:32]=[CH:31][CH:30]=1. (3) Given the reactants [ClH:1].[CH3:2][O:3][C:4]1[CH:42]=[CH:41][C:7]([C:8]([NH:10][C:11]2[C:12]([NH:24][C:25](=[O:40])[C:26]3[CH:31]=[CH:30][C:29]([N:32]4[CH2:38][CH2:37][CH2:36][N:35]([CH3:39])[CH2:34][CH2:33]4)=[CH:28][CH:27]=3)=[C:13]([CH:21]=[CH:22][CH:23]=2)[O:14][CH2:15][C:16]([O:18]CC)=[O:17])=[O:9])=[CH:6][CH:5]=1.[OH-].[Na+].Cl, predict the reaction product. The product is: [ClH:1].[CH3:2][O:3][C:4]1[CH:5]=[CH:6][C:7]([C:8]([NH:10][C:11]2[C:12]([NH:24][C:25](=[O:40])[C:26]3[CH:31]=[CH:30][C:29]([N:32]4[CH2:38][CH2:37][CH2:36][N:35]([CH3:39])[CH2:34][CH2:33]4)=[CH:28][CH:27]=3)=[C:13]([CH:21]=[CH:22][CH:23]=2)[O:14][CH2:15][C:16]([OH:18])=[O:17])=[O:9])=[CH:41][CH:42]=1. (4) Given the reactants [CH2:1]([N:8]1[CH2:12][CH2:11][NH:10][C:9]1=[N:13]C#N)[C:2]1[CH:7]=[CH:6][CH:5]=[CH:4][CH:3]=1.C(N1CCNC1=N)C1C=CC=CC=1.[CH2:29]([NH:36][C:37]([C:39]1[S:43][C:42](Br)=[N:41][C:40]=1[CH3:45])=[O:38])[C:30]1[CH:35]=[CH:34][CH:33]=[CH:32][CH:31]=1, predict the reaction product. The product is: [CH2:29]([NH:36][C:37]([C:39]1[S:43][C:42]([N:10]2[CH2:11][CH2:12][N:8]([CH2:1][C:2]3[CH:3]=[CH:4][CH:5]=[CH:6][CH:7]=3)[C:9]2=[NH:13])=[N:41][C:40]=1[CH3:45])=[O:38])[C:30]1[CH:31]=[CH:32][CH:33]=[CH:34][CH:35]=1. (5) Given the reactants [Cl:1][C:2]1[CH:7]=[CH:6][C:5]([C:8](=O)[CH2:9][CH2:10][C:11]([OH:13])=[O:12])=[CH:4][C:3]=1[S:15](=[O:24])(=[O:23])[NH:16][CH:17]1[CH2:22][CH2:21][CH2:20][CH2:19][CH2:18]1.O.C1(C)C=CC(S(O)(=O)=O)=CC=1.[CH3:37][N:38]([C:40]1[CH:45]=[CH:44][CH:43]=[CH:42][CH:41]=1)N.Cl, predict the reaction product. The product is: [Cl:1][C:2]1[CH:7]=[CH:6][C:5]([C:8]2[N:38]([CH3:37])[C:40]3[C:45]([C:9]=2[CH2:10][C:11]([OH:13])=[O:12])=[CH:44][CH:43]=[CH:42][CH:41]=3)=[CH:4][C:3]=1[S:15](=[O:24])(=[O:23])[NH:16][CH:17]1[CH2:22][CH2:21][CH2:20][CH2:19][CH2:18]1. (6) Given the reactants [C:1]([O:5][C:6]([NH:8][CH2:9][C@H:10]1[CH2:15][CH2:14][C@H:13]([C:16]([NH:18][C@@H:19]([CH2:23][C:24]2[CH:29]=[CH:28][C:27]([C:30]3[CH:35]=[CH:34][C:33]([C:36](=[O:51])[NH:37][CH:38]4[CH2:43][CH2:42][N:41]([C:44]([O:46][C:47]([CH3:50])([CH3:49])[CH3:48])=[O:45])[CH2:40][CH2:39]4)=[CH:32][C:31]=3[CH3:52])=[CH:26][CH:25]=2)[C:20](O)=[O:21])=[O:17])[CH2:12][CH2:11]1)=[O:7])([CH3:4])([CH3:3])[CH3:2].[N:53]1[CH:58]=[CH:57][CH:56]=[CH:55][C:54]=1[C:59]1[NH:63][C:62]2[CH:64]=[CH:65][C:66]([NH2:68])=[CH:67][C:61]=2[N:60]=1.C(NC(C)C)(C)C.F[P-](F)(F)(F)(F)F.N1(O[P+](N2CCCC2)(N2CCCC2)N2CCCC2)C2C=CC=CC=2N=N1, predict the reaction product. The product is: [C:1]([O:5][C:6]([NH:8][CH2:9][C@H:10]1[CH2:15][CH2:14][C@H:13]([C:16]([NH:18][C@H:19]([C:20](=[O:21])[NH:68][C:66]2[CH:65]=[CH:64][C:62]3[NH:63][C:59]([C:54]4[CH:55]=[CH:56][CH:57]=[CH:58][N:53]=4)=[N:60][C:61]=3[CH:67]=2)[CH2:23][C:24]2[CH:29]=[CH:28][C:27]([C:30]3[CH:35]=[CH:34][C:33]([C:36]([NH:37][CH:38]4[CH2:39][CH2:40][N:41]([C:44]([O:46][C:47]([CH3:50])([CH3:49])[CH3:48])=[O:45])[CH2:42][CH2:43]4)=[O:51])=[CH:32][C:31]=3[CH3:52])=[CH:26][CH:25]=2)=[O:17])[CH2:12][CH2:11]1)=[O:7])([CH3:3])([CH3:2])[CH3:4].